Dataset: Catalyst prediction with 721,799 reactions and 888 catalyst types from USPTO. Task: Predict which catalyst facilitates the given reaction. Reactant: [O-][Cr](O[Cr]([O-])(=O)=O)(=O)=O.[K+].[K+].C[C:13]1[CH:18]=[C:17]([Cl:19])[N:16]=[N:15][C:14]=1[Cl:20].[C:21]([O-:24])(O)=[O:22].[Na+]. Product: [Cl:20][C:14]1[N:15]=[N:16][C:17]([Cl:19])=[CH:18][C:13]=1[C:21]([OH:24])=[O:22]. The catalyst class is: 65.